This data is from NCI-60 drug combinations with 297,098 pairs across 59 cell lines. The task is: Regression. Given two drug SMILES strings and cell line genomic features, predict the synergy score measuring deviation from expected non-interaction effect. (1) Synergy scores: CSS=53.2, Synergy_ZIP=-0.637, Synergy_Bliss=-0.404, Synergy_Loewe=-19.3, Synergy_HSA=1.22. Cell line: SR. Drug 1: C(=O)(N)NO. Drug 2: CC1CCCC2(C(O2)CC(NC(=O)CC(C(C(=O)C(C1O)C)(C)C)O)C(=CC3=CSC(=N3)C)C)C. (2) Drug 1: CN1C2=C(C=C(C=C2)N(CCCl)CCCl)N=C1CCCC(=O)O.Cl. Drug 2: C1=NNC2=C1C(=O)NC=N2. Cell line: MDA-MB-435. Synergy scores: CSS=-1.26, Synergy_ZIP=-0.390, Synergy_Bliss=-2.45, Synergy_Loewe=-2.83, Synergy_HSA=-3.34. (3) Drug 1: C1=NC2=C(N=C(N=C2N1C3C(C(C(O3)CO)O)F)Cl)N. Drug 2: C1CN(P(=O)(OC1)NCCCl)CCCl. Cell line: K-562. Synergy scores: CSS=9.27, Synergy_ZIP=-3.13, Synergy_Bliss=-0.0301, Synergy_Loewe=-25.5, Synergy_HSA=-5.22. (4) Drug 1: C1CCC(C1)C(CC#N)N2C=C(C=N2)C3=C4C=CNC4=NC=N3. Drug 2: COC1=NC(=NC2=C1N=CN2C3C(C(C(O3)CO)O)O)N. Cell line: MCF7. Synergy scores: CSS=0.207, Synergy_ZIP=1.64, Synergy_Bliss=3.42, Synergy_Loewe=-3.14, Synergy_HSA=0.151. (5) Drug 1: C1=CN(C(=O)N=C1N)C2C(C(C(O2)CO)O)O.Cl. Drug 2: C(CCl)NC(=O)N(CCCl)N=O. Cell line: HCT116. Synergy scores: CSS=63.7, Synergy_ZIP=7.06, Synergy_Bliss=7.75, Synergy_Loewe=-0.685, Synergy_HSA=9.93. (6) Drug 1: CC12CCC3C(C1CCC2O)C(CC4=C3C=CC(=C4)O)CCCCCCCCCS(=O)CCCC(C(F)(F)F)(F)F. Drug 2: CN(C(=O)NC(C=O)C(C(C(CO)O)O)O)N=O. Cell line: U251. Synergy scores: CSS=-0.942, Synergy_ZIP=-2.21, Synergy_Bliss=-4.86, Synergy_Loewe=-5.11, Synergy_HSA=-5.62. (7) Drug 1: C1C(C(OC1N2C=NC3=C2NC=NCC3O)CO)O. Drug 2: CC1C(C(CC(O1)OC2CC(CC3=C2C(=C4C(=C3O)C(=O)C5=C(C4=O)C(=CC=C5)OC)O)(C(=O)CO)O)N)O.Cl. Cell line: HL-60(TB). Synergy scores: CSS=50.3, Synergy_ZIP=2.63, Synergy_Bliss=2.42, Synergy_Loewe=-27.6, Synergy_HSA=3.45. (8) Drug 1: C(CN)CNCCSP(=O)(O)O. Drug 2: CC1CCCC2(C(O2)CC(NC(=O)CC(C(C(=O)C(C1O)C)(C)C)O)C(=CC3=CSC(=N3)C)C)C. Cell line: CCRF-CEM. Synergy scores: CSS=65.9, Synergy_ZIP=1.41, Synergy_Bliss=0.420, Synergy_Loewe=-22.4, Synergy_HSA=-0.609.